From a dataset of Forward reaction prediction with 1.9M reactions from USPTO patents (1976-2016). Predict the product of the given reaction. Given the reactants Cl[C:2]1[N:7]=[C:6]([C@@H:8]([NH:18][C:19](=[O:36])[CH2:20][N:21]2[C:25]3[C:26]([F:31])([F:30])[C@@H:27]4[CH2:29][C@@H:28]4[C:24]=3[C:23]([C:32]([F:35])([F:34])[F:33])=[N:22]2)[CH2:9][C:10]2[CH:15]=[C:14]([F:16])[CH:13]=[C:12]([F:17])[CH:11]=2)[C:5]([C:37]2[CH:38]=[CH:39][CH:40]=[C:41]3[C:45]=2[N:44]([CH3:46])[N:43]=[C:42]3[NH:47][S:48]([CH3:51])(=[O:50])=[O:49])=[CH:4][CH:3]=1.[CH3:52][C:53]([OH:59])([CH:56]([CH3:58])[CH3:57])[C:54]#[CH:55], predict the reaction product. The product is: [F:31][C:26]1([F:30])[C:25]2[N:21]([CH2:20][C:19]([NH:18][C@H:8]([C:6]3[C:5]([C:37]4[CH:38]=[CH:39][CH:40]=[C:41]5[C:45]=4[N:44]([CH3:46])[N:43]=[C:42]5[NH:47][S:48]([CH3:51])(=[O:50])=[O:49])=[CH:4][CH:3]=[C:2]([C:55]#[C:54][C:53]([OH:59])([CH3:52])[CH:56]([CH3:58])[CH3:57])[N:7]=3)[CH2:9][C:10]3[CH:11]=[C:12]([F:17])[CH:13]=[C:14]([F:16])[CH:15]=3)=[O:36])[N:22]=[C:23]([C:32]([F:33])([F:35])[F:34])[C:24]=2[C@H:28]2[CH2:29][C@@H:27]12.